From a dataset of Forward reaction prediction with 1.9M reactions from USPTO patents (1976-2016). Predict the product of the given reaction. Given the reactants [Br:1][C:2]1[CH:7]=[CH:6][C:5]([CH2:8][C:9]#N)=[C:4]([O:11][CH3:12])[CH:3]=1.[OH-:13].[Na+].C[OH:16], predict the reaction product. The product is: [Br:1][C:2]1[CH:7]=[CH:6][C:5]([CH2:8][C:9]([OH:16])=[O:13])=[C:4]([O:11][CH3:12])[CH:3]=1.